Task: Predict which catalyst facilitates the given reaction.. Dataset: Catalyst prediction with 721,799 reactions and 888 catalyst types from USPTO (1) Reactant: [CH:1]1([C:4]([C:6]2[CH:7]=[N:8][C:9]3[C:14]([C:15]=2[NH:16][C:17]2[CH:18]=[N:19][N:20]([C@H:22]4[CH2:27][CH2:26][C@H:25]([NH:28]C(=O)OC(C)(C)C)[CH2:24][CH2:23]4)[CH:21]=2)=[CH:13][C:12]([C:36]2[CH:41]=[C:40]([Cl:42])[C:39]([OH:43])=[C:38]([Cl:44])[CH:37]=2)=[CH:11][CH:10]=3)=[O:5])[CH2:3][CH2:2]1.FC(F)(F)C(O)=O.[ClH:52]. Product: [ClH:42].[ClH:52].[NH2:28][C@H:25]1[CH2:26][CH2:27][C@H:22]([N:20]2[CH:21]=[C:17]([NH:16][C:15]3[C:14]4[C:9](=[CH:10][CH:11]=[C:12]([C:36]5[CH:37]=[C:38]([Cl:44])[C:39]([OH:43])=[C:40]([Cl:42])[CH:41]=5)[CH:13]=4)[N:8]=[CH:7][C:6]=3[C:4]([CH:1]3[CH2:2][CH2:3]3)=[O:5])[CH:18]=[N:19]2)[CH2:23][CH2:24]1. The catalyst class is: 1. (2) Reactant: [CH3:1][S:2][C:3]1[CH:9]=[CH:8][C:6]([NH2:7])=[CH:5][CH:4]=1.ClC1C=CC=C(C(OO)=[O:18])C=1.C(Cl)(Cl)Cl. Product: [CH3:1][S:2]([C:3]1[CH:9]=[CH:8][C:6]([NH2:7])=[CH:5][CH:4]=1)=[O:18]. The catalyst class is: 2. (3) Reactant: [CH2:1]([O:8][C:9](=[O:32])[C@@H:10]([NH:24][C:25]([O:27][C:28]([CH3:31])([CH3:30])[CH3:29])=[O:26])[CH2:11][CH2:12][C:13]1[NH:17][C:16]2[CH:18]=[C:19]([CH3:23])[C:20]([CH3:22])=[CH:21][C:15]=2[N:14]=1)[C:2]1[CH:7]=[CH:6][CH:5]=[CH:4][CH:3]=1.[F:33][C:34]1[CH:35]=[C:36]([CH:39]=[CH:40][CH:41]=1)[CH2:37]Br.C(=O)([O-])[O-].[Cs+].[Cs+]. Product: [CH2:1]([O:8][C:9](=[O:32])[C@@H:10]([NH:24][C:25]([O:27][C:28]([CH3:29])([CH3:31])[CH3:30])=[O:26])[CH2:11][CH2:12][C:13]1[N:17]([CH2:37][C:36]2[CH:39]=[CH:40][CH:41]=[C:34]([F:33])[CH:35]=2)[C:16]2[CH:18]=[C:19]([CH3:23])[C:20]([CH3:22])=[CH:21][C:15]=2[N:14]=1)[C:2]1[CH:7]=[CH:6][CH:5]=[CH:4][CH:3]=1. The catalyst class is: 3. (4) Reactant: Br[C:2]1[CH:11]=[C:10]2[C:5]([CH:6]=[CH:7][C:8]([C:12]3[N:16]4[CH:17]=[C:18]([CH:21]([N:26]5[CH2:30][CH2:29][C@H:28]([NH:31][C:32](=[O:38])[O:33][C:34]([CH3:37])([CH3:36])[CH3:35])[CH2:27]5)[C:22]([F:25])([F:24])[F:23])[CH:19]=[CH:20][C:15]4=[N:14][N:13]=3)=[N:9]2)=[CH:4][CH:3]=1.P([CH:52]1[CH2:57][CH2:56]CCC1)(C1CCCCC1)C1CCCCC1.C1(B(O)O)CC1.C(OCC)(=O)C. Product: [CH:56]1([C:2]2[CH:11]=[C:10]3[C:5]([CH:6]=[CH:7][C:8]([C:12]4[N:16]5[CH:17]=[C:18]([CH:21]([N:26]6[CH2:30][CH2:29][C@H:28]([NH:31][C:32](=[O:38])[O:33][C:34]([CH3:35])([CH3:37])[CH3:36])[CH2:27]6)[C:22]([F:25])([F:23])[F:24])[CH:19]=[CH:20][C:15]5=[N:14][N:13]=4)=[N:9]3)=[CH:4][CH:3]=2)[CH2:57][CH2:52]1. The catalyst class is: 874. (5) Reactant: [H-].[Na+].[Cl:3][C:4]1[N:9]=[C:8]([C:10]([O:12][CH3:13])=[O:11])[CH:7]=[C:6](Cl)[N:5]=1.[C:15]([O:19][C@@H:20]([C@H:22]1[CH2:26][O:25][C:24](=[O:27])[NH:23]1)[CH3:21])([CH3:18])([CH3:17])[CH3:16]. Product: [C:15]([O:19][C@@H:20]([C@H:22]1[CH2:26][O:25][C:24](=[O:27])[N:23]1[C:6]1[N:5]=[C:4]([Cl:3])[N:9]=[C:8]([C:10]([O:12][CH3:13])=[O:11])[CH:7]=1)[CH3:21])([CH3:16])([CH3:17])[CH3:18]. The catalyst class is: 3. (6) Reactant: Cl[C:2]1[CH:3]=[CH:4][C:5]2[N:6]=[C:7]([CH2:20][S:21]([CH3:24])(=[O:23])=[O:22])[N:8]3[C:16]4[CH:15]=[CH:14][CH:13]=[C:12]([F:17])[C:11]=4[CH:10]=[C:9]3[C:18]=2[N:19]=1.[F:25][C:26]1[CH:31]=[CH:30][C:29]([C:32]2[O:33][C:34]3[CH:44]=[C:43]([N:45]([CH3:50])[S:46]([CH3:49])(=[O:48])=[O:47])[C:42](B4OC(C)(C)C(C)(C)O4)=[CH:41][C:35]=3[C:36]=2[C:37]([NH:39][CH3:40])=[O:38])=[CH:28][CH:27]=1.C([O-])([O-])=O.[K+].[K+].CC(C1C=C(C(C)C)C(C2C=CC=CC=2P(C2CCCCC2)C2CCCCC2)=C(C(C)C)C=1)C. Product: [F:17][C:12]1[C:11]2[CH:10]=[C:9]3[C:18]4[N:19]=[C:2]([C:42]5[C:43]([N:45]([CH3:50])[S:46]([CH3:49])(=[O:48])=[O:47])=[CH:44][C:34]6[O:33][C:32]([C:29]7[CH:30]=[CH:31][C:26]([F:25])=[CH:27][CH:28]=7)=[C:36]([C:37]([NH:39][CH3:40])=[O:38])[C:35]=6[CH:41]=5)[CH:3]=[CH:4][C:5]=4[N:6]=[C:7]([CH2:20][S:21]([CH3:24])(=[O:23])=[O:22])[N:8]3[C:16]=2[CH:15]=[CH:14][CH:13]=1. The catalyst class is: 333. (7) Reactant: [CH3:1][O:2][C:3](=[O:24])[C@H:4]([NH:8][S:9]([C:12]1[CH:23]=[CH:22][C:15]2[N:16]=[C:17]([S:19][CH2:20][CH3:21])[S:18][C:14]=2[CH:13]=1)(=[O:11])=[O:10])[CH:5]([CH3:7])[CH3:6].C([O-])([O-])=O.[K+].[K+].[CH2:31](Br)[C:32]1[CH:37]=[CH:36][CH:35]=[CH:34][CH:33]=1.C(OC(=O)C)C. Product: [CH3:1][O:2][C:3](=[O:24])[C@H:4]([N:8]([S:9]([C:12]1[CH:23]=[CH:22][C:15]2[N:16]=[C:17]([S:19][CH2:20][CH3:21])[S:18][C:14]=2[CH:13]=1)(=[O:11])=[O:10])[CH2:31][C:32]1[CH:37]=[CH:36][CH:35]=[CH:34][CH:33]=1)[CH:5]([CH3:7])[CH3:6]. The catalyst class is: 18.